From a dataset of Experimentally validated miRNA-target interactions with 360,000+ pairs, plus equal number of negative samples. Binary Classification. Given a miRNA mature sequence and a target amino acid sequence, predict their likelihood of interaction. (1) The miRNA is hsa-miR-7159-5p with sequence UUCAACAAGGGUGUAGGAUGG. The protein sequence of the target gene is MAHYITFLCMVLVLLLQNSVLAEDGEVRSSCRTAPTDLVFILDGSYSVGPENFEIVKKWLVNITKNFDIGPKFIQVGVVQYSDYPVLEIPLGSYDSGEHLTAAVESILYLGGNTKTGKAIQFALDYLFAKSSRFLTKIAVVLTDGKSQDDVKDAAQAARDSKITLFAIGVGSETEDAELRAIANKPSSTYVFYVEDYIAISKIREVMKQKLCEESVCPTRIPVAARDERGFDILLGLDVNKKVKKRIQLSPKKIKGYEVTSKVDLSELTSNVFPEGLPPSYVFVSTQRFKVKKIWDLWRI.... Result: 0 (no interaction). (2) The miRNA is hsa-miR-320b with sequence AAAAGCUGGGUUGAGAGGGCAA. The protein sequence of the target gene is MTPRGFSCLLLPTSETDLPVKRRT. Result: 1 (interaction).